This data is from Full USPTO retrosynthesis dataset with 1.9M reactions from patents (1976-2016). The task is: Predict the reactants needed to synthesize the given product. (1) The reactants are: [OH:1][C:2]([CH3:24])([CH3:23])[CH2:3][C@@:4]1([C:17]2[CH:22]=[CH:21][CH:20]=[CH:19][CH:18]=2)[O:9][C:8](=[O:10])[N:7]([C@H:11]2[CH2:16][CH2:15][CH2:14][NH:13][CH2:12]2)[CH2:6][CH2:5]1.[Cl:25][C:26]1[CH:31]=[C:30](Cl)[N:29]=[N:28][C:27]=1[CH3:33]. Given the product [Cl:25][C:26]1[CH:31]=[C:30]([N:13]2[CH2:14][CH2:15][CH2:16][C@H:11]([N:7]3[CH2:6][CH2:5][C@:4]([CH2:3][C:2]([OH:1])([CH3:24])[CH3:23])([C:17]4[CH:18]=[CH:19][CH:20]=[CH:21][CH:22]=4)[O:9][C:8]3=[O:10])[CH2:12]2)[N:29]=[N:28][C:27]=1[CH3:33], predict the reactants needed to synthesize it. (2) The reactants are: [Br:1][C:2]1[CH:3]=[CH:4][C:5]2[N:10]([CH2:11][C:12]3[CH:17]=[CH:16][C:15]([O:18][CH3:19])=[CH:14][CH:13]=3)[C:9](=[O:20])[O:8][C:7]([CH2:25]O)([C:21]([F:24])([F:23])[F:22])[C:6]=2[CH:27]=1.CC1C=CC=C(C)N=1.FC(F)(F)S(OS(C(F)(F)F)(=O)=O)(=O)=O.C(=O)([O-])O.[Na+].[N-:56]=[N+:57]=[N-:58].[Na+]. Given the product [N:56]([CH2:25][C:7]1([C:21]([F:24])([F:23])[F:22])[C:6]2[CH:27]=[C:2]([Br:1])[CH:3]=[CH:4][C:5]=2[N:10]([CH2:11][C:12]2[CH:17]=[CH:16][C:15]([O:18][CH3:19])=[CH:14][CH:13]=2)[C:9](=[O:20])[O:8]1)=[N+:57]=[N-:58], predict the reactants needed to synthesize it. (3) Given the product [CH2:24]([OH:15])[CH2:25][CH2:20][CH3:19].[CH3:16][N:4]1[C:3](=[O:17])[C:2]([N:29]2[CH2:28][CH2:27][N:26]([C:22]3[CH:23]=[CH:24][CH:25]=[C:20]([C:19]([F:32])([F:33])[F:18])[CH:21]=3)[CH2:31][CH2:30]2)=[N:7][N:6]([CH2:8][CH2:9][CH2:10][C:11]([F:14])([F:13])[F:12])[C:5]1=[O:15], predict the reactants needed to synthesize it. The reactants are: Br[C:2]1[C:3](=[O:17])[N:4]([CH3:16])[C:5](=[O:15])[N:6]([CH2:8][CH2:9][CH2:10][C:11]([F:14])([F:13])[F:12])[N:7]=1.[F:18][C:19]([F:33])([F:32])[C:20]1[CH:21]=[C:22]([N:26]2[CH2:31][CH2:30][NH:29][CH2:28][CH2:27]2)[CH:23]=[CH:24][CH:25]=1. (4) The reactants are: [OH:1][C:2]1[CH:11]=[C:10]([C:12]([O:14][CH3:15])=[O:13])[CH:9]=[CH:8][C:3]=1[C:4]([O:6][CH3:7])=[O:5].O[CH2:17][CH2:18][NH:19][C:20](=[O:26])[O:21][C:22]([CH3:25])([CH3:24])[CH3:23].C1(P(C2C=CC=CC=2)C2C=CC=CC=2)C=CC=CC=1.CCOC(/N=N/C(OCC)=O)=O. Given the product [C:22]([O:21][C:20]([NH:19][CH2:18][CH2:17][O:1][C:2]1[CH:11]=[C:10]([C:12]([O:14][CH3:15])=[O:13])[CH:9]=[CH:8][C:3]=1[C:4]([O:6][CH3:7])=[O:5])=[O:26])([CH3:25])([CH3:24])[CH3:23], predict the reactants needed to synthesize it.